Predict the reactants needed to synthesize the given product. From a dataset of Full USPTO retrosynthesis dataset with 1.9M reactions from patents (1976-2016). (1) Given the product [CH2:14]([O:13][C:11](=[O:12])[C:10]([OH:16])=[CH:8][C:7]([C:5]1[S:6][C:2]([CH3:1])=[CH:3][N:4]=1)=[O:9])[CH3:15], predict the reactants needed to synthesize it. The reactants are: [CH3:1][C:2]1[S:6][C:5]([C:7](=[O:9])[CH3:8])=[N:4][CH:3]=1.[C:10](OCC)(=[O:16])[C:11]([O:13][CH2:14][CH3:15])=[O:12]. (2) Given the product [I:16][C:3]1[C:4]2=[N:5][CH:6]=[C:7]([C:10]([O:12][CH3:13])=[O:11])[CH:8]=[C:9]2[NH:1][N:2]=1, predict the reactants needed to synthesize it. The reactants are: [NH:1]1[C:9]2[C:4](=[N:5][CH:6]=[C:7]([C:10]([O:12][CH3:13])=[O:11])[CH:8]=2)[CH:3]=[N:2]1.[OH-].[K+].[I:16]I. (3) The reactants are: [CH3:1][O:2][C:3]1[CH:14]=[CH:13][C:6](/[CH:7]=[N:8]/[CH:9]([CH3:12])[CH2:10][OH:11])=[CH:5][CH:4]=1.[BH4-].[Na+]. Given the product [CH3:1][O:2][C:3]1[CH:14]=[CH:13][C:6]([CH2:7][NH:8][CH:9]([CH3:12])[CH2:10][OH:11])=[CH:5][CH:4]=1, predict the reactants needed to synthesize it. (4) Given the product [Cl:1][C:2]1[CH:10]=[C:9]2[C:5]([C:6]([CH2:24][C:23]3[CH:26]=[CH:27][CH:28]=[C:21]([Cl:20])[CH:22]=3)([C:12]3[CH:17]=[CH:16][C:15]([CH3:18])=[C:14]([CH3:19])[CH:13]=3)[C:7](=[O:11])[NH:8]2)=[CH:4][CH:3]=1, predict the reactants needed to synthesize it. The reactants are: [Cl:1][C:2]1[CH:10]=[C:9]2[C:5]([CH:6]([C:12]3[CH:17]=[CH:16][C:15]([CH3:18])=[C:14]([CH3:19])[CH:13]=3)[C:7](=[O:11])[NH:8]2)=[CH:4][CH:3]=1.[Cl:20][C:21]1[CH:22]=[C:23]([CH:26]=[CH:27][CH:28]=1)[CH2:24]Br.[I-].[K+].C(=O)([O-])[O-].[K+].[K+]. (5) Given the product [NH2:1][C:2]1[C:6]2[CH:7]=[N:8][C:9]3[CH:10]=[C:11]([O:23][CH3:24])[C:12]([OH:15])=[CH:13][C:14]=3[C:5]=2[S:4][C:3]=1[C:25]([O:27][CH3:28])=[O:26], predict the reactants needed to synthesize it. The reactants are: [NH2:1][C:2]1[C:6]2[CH:7]=[N:8][C:9]3[CH:10]=[C:11]([O:23][CH3:24])[C:12]([O:15]CC4C=CC=CC=4)=[CH:13][C:14]=3[C:5]=2[S:4][C:3]=1[C:25]([O:27][CH3:28])=[O:26]. (6) Given the product [Br:20][C:15]1[C:16]([O:18][CH3:19])=[CH:17][C:8]2[CH2:7][CH2:6][NH:5][CH2:11][CH:10]([CH2:12][OH:13])[C:9]=2[CH:14]=1, predict the reactants needed to synthesize it. The reactants are: FC(F)(F)C([N:5]1[CH2:11][CH:10]([CH2:12][OH:13])[C:9]2[CH:14]=[C:15]([Br:20])[C:16]([O:18][CH3:19])=[CH:17][C:8]=2[CH2:7][CH2:6]1)=O.[OH-].[Na+].